From a dataset of Forward reaction prediction with 1.9M reactions from USPTO patents (1976-2016). Predict the product of the given reaction. (1) Given the reactants [CH3:1][O:2][C:3]1[CH:4]=[CH:5][C:6]2[C:10]([O:11][C:12]3[CH:17]=[CH:16][C:15](/[CH:18]=[CH:19]/[C:20](=[O:22])C)=[CH:14][CH:13]=3)=[CH:9][S:8][C:7]=2[CH:23]=1.I[C:25]1[CH:30]=[CH:29][CH:28]=[CH:27][C:26]=1[CH:31]([CH3:33])[CH3:32].CC(C)(C)[C:36](O)=[O:37].C(=O)([O-])[O-].[K+].[K+], predict the reaction product. The product is: [CH:31]([C:26]1[CH:27]=[CH:28][CH:29]=[CH:30][C:25]=1[C:9]1[S:8][C:7]2[CH:23]=[C:3]([O:2][CH3:1])[CH:4]=[CH:5][C:6]=2[C:10]=1[O:11][C:12]1[CH:17]=[CH:16][C:15](/[CH:18]=[CH:19]/[C:20]([O:37][CH3:36])=[O:22])=[CH:14][CH:13]=1)([CH3:33])[CH3:32]. (2) The product is: [OH:69][C@@H:67]([C@H:66]1[C:65](=[O:70])[N:50]2[C:51]([C:52]([O:54][CH2:55][C:56]3[CH:61]=[CH:60][C:59]([N+:62]([O-:64])=[O:63])=[CH:58][CH:57]=3)=[O:53])=[C:47]([C:45]3[S:44][C:43]4=[C:39]([S:38][CH2:37][CH2:36][OH:35])[N:40]=[CH:41][N:42]4[CH:46]=3)[C@H:48]([CH3:71])[C@H:49]12)[CH3:68]. Given the reactants C(O)(=O)C.[F-].C([N+](CCCC)(CCCC)CCCC)CCC.C1COCC1.[Si]([O:35][CH2:36][CH2:37][S:38][C:39]1[N:40]=[CH:41][N:42]2[CH:46]=[C:45]([C:47]3[C@H:48]([CH3:71])[C@@H:49]4[C@@H:66]([C@H:67]([OH:69])[CH3:68])[C:65](=[O:70])[N:50]4[C:51]=3[C:52]([O:54][CH2:55][C:56]3[CH:61]=[CH:60][C:59]([N+:62]([O-:64])=[O:63])=[CH:58][CH:57]=3)=[O:53])[S:44][C:43]=12)(C(C)(C)C)(C)C.C(=O)([O-])O.[Na+], predict the reaction product. (3) Given the reactants [Cl:1][C:2]1[CH:3]=[C:4]([S:10][CH:11]([CH3:19])[C:12](=O)[CH2:13][C:14]([O:16][CH3:17])=[O:15])[CH:5]=[C:6]([O:8][CH3:9])[CH:7]=1.CS(O)(=O)=O, predict the reaction product. The product is: [CH3:17][O:16][C:14](=[O:15])[CH2:13][C:12]1[C:3]2[C:2]([Cl:1])=[CH:7][C:6]([O:8][CH3:9])=[CH:5][C:4]=2[S:10][C:11]=1[CH3:19]. (4) The product is: [CH3:1][C:2]1[N:3]=[C:4]2[CH:9]=[CH:8][C:7]([CH2:10][N:11]3[CH2:12][CH2:13][NH:14][CH2:15][CH2:16]3)=[CH:6][N:5]2[C:24]=1[C:25]1[S:26][C:27]([C:36]2[N:40]=[CH:39][NH:38][N:37]=2)=[C:28]([C:30]2[CH:35]=[CH:34][CH:33]=[CH:32][CH:31]=2)[N:29]=1. Given the reactants [CH3:1][C:2]1[N:3]=[C:4]2[CH:9]=[CH:8][C:7]([CH2:10][N:11]3[CH2:16][CH2:15][N:14](C(OC(C)(C)C)=O)[CH2:13][CH2:12]3)=[CH:6][N:5]2[C:24]=1[C:25]1[S:26][C:27]([C:36]2[N:40]=[CH:39][N:38](C3CCCCO3)[N:37]=2)=[C:28]([C:30]2[CH:35]=[CH:34][CH:33]=[CH:32][CH:31]=2)[N:29]=1.FC(F)(F)C(O)=O.C(Cl)Cl, predict the reaction product. (5) The product is: [F:1][C:2]1[CH:3]=[C:4]([CH2:5][C:12]([CH3:14])([OH:13])[CH3:11])[CH:7]=[CH:8][C:9]=1[F:10]. Given the reactants [F:1][C:2]1[CH:3]=[C:4]([CH:7]=[CH:8][C:9]=1[F:10])[CH2:5]Br.[CH3:11][C:12]([CH3:14])=[O:13], predict the reaction product. (6) Given the reactants [I:1][C:2]1[CH:7]=[CH:6][CH:5]=[CH:4][C:3]=1[CH2:8][CH2:9][C:10](=O)[CH2:11][C:12](=O)[C:13]([O:15][CH2:16][CH3:17])=[O:14].O.[NH2:21][NH2:22].C(=O)(O)[O-].[Na+], predict the reaction product. The product is: [I:1][C:2]1[CH:7]=[CH:6][CH:5]=[CH:4][C:3]=1[CH2:8][CH2:9][C:10]1[NH:22][N:21]=[C:12]([C:13]([O:15][CH2:16][CH3:17])=[O:14])[CH:11]=1.